Dataset: Full USPTO retrosynthesis dataset with 1.9M reactions from patents (1976-2016). Task: Predict the reactants needed to synthesize the given product. (1) Given the product [NH2:25][C:21]1[CH:20]=[C:19]([C:18](=[C:16]2[CH2:15][N:14]([CH:1]([C:2]3[CH:3]=[CH:4][CH:5]=[CH:6][CH:7]=3)[C:8]3[CH:9]=[CH:10][CH:11]=[CH:12][CH:13]=3)[CH2:17]2)[S:28]([CH3:31])(=[O:30])=[O:29])[CH:24]=[CH:23][CH:22]=1, predict the reactants needed to synthesize it. The reactants are: [CH:1]([N:14]1[CH2:17][C:16](=[C:18]([S:28]([CH3:31])(=[O:30])=[O:29])[C:19]2[CH:24]=[CH:23][CH:22]=[C:21]([N+:25]([O-])=O)[CH:20]=2)[CH2:15]1)([C:8]1[CH:13]=[CH:12][CH:11]=[CH:10][CH:9]=1)[C:2]1[CH:7]=[CH:6][CH:5]=[CH:4][CH:3]=1.Cl. (2) Given the product [C:1]([N:5]1[C:9]([C:10]2[CH:11]=[CH:12][C:13]([F:16])=[CH:14][CH:15]=2)=[C:8]([C:17]2[S:18][CH2:19][CH:20]([C:22]([NH:58][CH2:59][CH:60]3[CH2:65][CH2:64][O:63][CH2:62][CH2:61]3)=[O:24])[N:21]=2)[CH:7]=[N:6]1)([CH3:4])([CH3:2])[CH3:3], predict the reactants needed to synthesize it. The reactants are: [C:1]([N:5]1[C:9]([C:10]2[CH:15]=[CH:14][C:13]([F:16])=[CH:12][CH:11]=2)=[C:8]([C:17]2[S:18][CH2:19][CH:20]([C:22]([OH:24])=O)[N:21]=2)[CH:7]=[N:6]1)([CH3:4])([CH3:3])[CH3:2].CN(C(ON1N=NC2C=CC=NC1=2)=[N+](C)C)C.F[P-](F)(F)(F)(F)F.CCN(C(C)C)C(C)C.[NH2:58][CH2:59][CH:60]1[CH2:65][CH2:64][O:63][CH2:62][CH2:61]1. (3) Given the product [F:34][CH:35]1[C:37]([F:41])([B:38]([O-:39])[O-:40])[C:36]1([F:48])[C:42]1[CH:47]=[CH:46][CH:45]=[CH:44][CH:43]=1.[K+:49].[K+:49].[CH3:64][C:59]1([CH3:65])[C:60]([CH3:63])([CH3:62])[O:61][B:57]([CH:31]2[CH2:21][CH:16]2[C:13]2[CH:12]=[CH:11][CH:10]=[CH:15][CH:14]=2)[O:58]1, predict the reactants needed to synthesize it. The reactants are: BrC1C=CC(Cl)=C(CO[C:10]2[CH:15]=[CH:14][C:13]3[C:16]4([CH2:31]O[C:12]=3[CH:11]=2)[CH2:21]CN(CCC(OC(C)(C)C)=O)CC4)C=1.[F:34][CH:35]1[C:37]([F:41])([B:38]([O-:40])[O-:39])[C:36]1([F:48])[C:42]1[CH:47]=[CH:46][CH:45]=[CH:44][CH:43]=1.[K+:49].[K+].C(=O)([O-])[O-].[Cs+].[Cs+].[B:57]1(/C=C/C2C=CC=CC=2)[O:61][C:60]([CH3:63])([CH3:62])[C:59]([CH3:65])([CH3:64])[O:58]1.